Dataset: Full USPTO retrosynthesis dataset with 1.9M reactions from patents (1976-2016). Task: Predict the reactants needed to synthesize the given product. (1) Given the product [S:17]1[CH:18]=[CH:19][C:15]([N:4]2[CH2:3][CH2:2][N:1]([C:7]([O:9][CH2:10][CH2:13][CH2:20][CH3:21])=[O:8])[CH2:6][CH2:5]2)=[CH:16]1, predict the reactants needed to synthesize it. The reactants are: [N:1]1([C:7]([O:9][C:10]([CH3:13])(C)C)=[O:8])[CH2:6][CH2:5][NH:4][CH2:3][CH2:2]1.I[C:15]1[CH:19]=[CH:18][S:17][CH:16]=1.[CH3:20][C:21](C)([O-])C.[Na+].C1(P(C2CCCCC2)C2C=CC=CC=2C2C(C(C)C)=CC(C(C)C)=CC=2C(C)C)CCCCC1. (2) The reactants are: [F:1][C:2]1[CH:10]=[C:9]2[C:5]([C:6](/[CH:30]=[CH:31]/[C:32]3[CH:37]=[CH:36][C:35]([F:38])=[CH:34][CH:33]=3)=[N:7][N:8]2[C:11]([C:24]2[CH:29]=[CH:28][CH:27]=[CH:26][CH:25]=2)([C:18]2[CH:23]=[CH:22][CH:21]=[CH:20][CH:19]=2)[C:12]2[CH:17]=[CH:16][CH:15]=[CH:14][CH:13]=2)=[CH:4][C:3]=1[N+:39]([O-])=O.[Cl-].[NH4+]. Given the product [F:1][C:2]1[CH:10]=[C:9]2[C:5]([C:6](/[CH:30]=[CH:31]/[C:32]3[CH:33]=[CH:34][C:35]([F:38])=[CH:36][CH:37]=3)=[N:7][N:8]2[C:11]([C:18]2[CH:23]=[CH:22][CH:21]=[CH:20][CH:19]=2)([C:24]2[CH:29]=[CH:28][CH:27]=[CH:26][CH:25]=2)[C:12]2[CH:17]=[CH:16][CH:15]=[CH:14][CH:13]=2)=[CH:4][C:3]=1[NH2:39], predict the reactants needed to synthesize it.